Dataset: Full USPTO retrosynthesis dataset with 1.9M reactions from patents (1976-2016). Task: Predict the reactants needed to synthesize the given product. (1) Given the product [CH2:15]([O:17][C:18]([C:19]1[N:22]=[C:5]([C:4]2[CH:8]=[CH:9][C:10]([S:11]([CH3:14])(=[O:13])=[O:12])=[C:2]([F:1])[CH:3]=2)[O:6][N:20]=1)=[O:23])[CH3:16], predict the reactants needed to synthesize it. The reactants are: [F:1][C:2]1[CH:3]=[C:4]([CH:8]=[CH:9][C:10]=1[S:11]([CH3:14])(=[O:13])=[O:12])[C:5](Cl)=[O:6].[CH2:15]([O:17][C:18](=[O:23])[C:19]([NH2:22])=[N:20]O)[CH3:16].C(O)C. (2) Given the product [Br:1][C:2]1[CH:7]=[CH:6][C:5]([CH:8]=[O:9])=[C:4]([CH3:10])[CH:3]=1, predict the reactants needed to synthesize it. The reactants are: [Br:1][C:2]1[CH:7]=[CH:6][C:5]([CH2:8][OH:9])=[C:4]([CH3:10])[CH:3]=1.FC1C=C(C2ON=C(C3SC(CN4CC(C(OC)=O)C4)=CC=3C)N=2)C=CC=1OC1C=CC=CC=1. (3) Given the product [CH2:1]([O:8][C:28]1[CH:27]=[C:26]2[C:31]([C:23]([C:20](=[O:22])[NH2:21])=[CH:24][N:25]2[CH2:33][C:34]([OH:36])=[O:35])=[CH:30][CH:29]=1)[C:2]1[CH:7]=[CH:6][CH:5]=[CH:4][CH:3]=1, predict the reactants needed to synthesize it. The reactants are: [CH2:1]([O:8]C1C=C2C(C(C=O)=CN2)=CC=1)[C:2]1[CH:7]=[CH:6][CH:5]=[CH:4][CH:3]=1.[C:20]([C:23]1[C:31]2[C:26](=[CH:27][CH:28]=[C:29](Cl)[CH:30]=2)[N:25]([CH2:33][C:34]([OH:36])=[O:35])[CH:24]=1)(=[O:22])[NH2:21]. (4) Given the product [CH3:23][C:24]1([CH3:32])[O:31][C:29](=[O:30])[CH:28]([C:20](=[O:22])[C@@H:9]([NH:8][C:6](=[O:7])[O:5][C:2]([CH3:1])([CH3:3])[CH3:4])[CH2:10][C:11]2[CH:12]=[CH:13][C:14]([N+:17]([O-:19])=[O:18])=[CH:15][CH:16]=2)[C:26](=[O:27])[O:25]1, predict the reactants needed to synthesize it. The reactants are: [CH3:1][C:2]([O:5][C:6]([NH:8][C@H:9]([C:20]([OH:22])=O)[CH2:10][C:11]1[CH:16]=[CH:15][C:14]([N+:17]([O-:19])=[O:18])=[CH:13][CH:12]=1)=[O:7])([CH3:4])[CH3:3].[CH3:23][C:24]1([CH3:32])[O:31][C:29](=[O:30])[CH2:28][C:26](=[O:27])[O:25]1.C1CCC(N=C=NC2CCCCC2)CC1. (5) Given the product [O:1]=[C:2]1[C:3]([C:4]([OH:6])=[O:5])=[CH:7][CH:8]=[CH:9][N:10]1[CH2:13][CH2:14][CH3:15], predict the reactants needed to synthesize it. The reactants are: [OH:1][C:2]1[N:10]=[CH:9][CH:8]=[CH:7][C:3]=1[C:4]([OH:6])=[O:5].[OH-].[K+].[CH2:13](I)[CH2:14][CH3:15]. (6) Given the product [Cl:1][C:2]1[CH:3]=[CH:4][C:5]2[N:9]=[C:8]([C:10]3[CH:11]=[CH:12][C:13]([N:16]4[CH2:17][CH2:18][CH:19]([CH2:22][O:23][C:24]5[CH:25]=[CH:26][C:27]([C:28]([OH:30])=[O:29])=[CH:32][CH:33]=5)[CH2:20][CH2:21]4)=[N:14][CH:15]=3)[NH:7][C:6]=2[CH:34]=1, predict the reactants needed to synthesize it. The reactants are: [Cl:1][C:2]1[CH:3]=[CH:4][C:5]2[N:9]=[C:8]([C:10]3[CH:11]=[CH:12][C:13]([N:16]4[CH2:21][CH2:20][CH:19]([CH2:22][O:23][C:24]5[CH:33]=[CH:32][C:27]([C:28]([O:30]C)=[O:29])=[CH:26][CH:25]=5)[CH2:18][CH2:17]4)=[N:14][CH:15]=3)[NH:7][C:6]=2[CH:34]=1.[OH-].[Li+].C1COCC1.CO.